Regression. Given a peptide amino acid sequence and an MHC pseudo amino acid sequence, predict their binding affinity value. This is MHC class II binding data. From a dataset of Peptide-MHC class II binding affinity with 134,281 pairs from IEDB. (1) The peptide sequence is GGKAYMDVISRRDQR. The MHC is HLA-DQA10501-DQB10302 with pseudo-sequence HLA-DQA10501-DQB10302. The binding affinity (normalized) is 0.222. (2) The peptide sequence is AELVHFLLLKYRAR. The MHC is DRB1_0401 with pseudo-sequence DRB1_0401. The binding affinity (normalized) is 0.118. (3) The peptide sequence is YDTYKCIPSLEAAVK. The MHC is DRB1_1501 with pseudo-sequence DRB1_1501. The binding affinity (normalized) is 0.170. (4) The peptide sequence is AANKQKQELDEISTN. The MHC is DRB1_1501 with pseudo-sequence DRB1_1501. The binding affinity (normalized) is 0. (5) The binding affinity (normalized) is 0. The MHC is DRB3_0202 with pseudo-sequence DRB3_0202. The peptide sequence is DIVEVDRDTARRHLA. (6) The peptide sequence is KKLVSGWNSITVMPLLC. The MHC is HLA-DQA10501-DQB10302 with pseudo-sequence HLA-DQA10501-DQB10302. The binding affinity (normalized) is 0.474. (7) The peptide sequence is LQKIERWFVRNPFFA. The MHC is H-2-IAd with pseudo-sequence H-2-IAd. The binding affinity (normalized) is 0.410. (8) The peptide sequence is TILIKKYNLNRAMML. The MHC is DRB1_0701 with pseudo-sequence DRB1_0701. The binding affinity (normalized) is 0.977. (9) The peptide sequence is DYHWLRTVRTTKESL. The MHC is HLA-DPA10201-DPB10101 with pseudo-sequence HLA-DPA10201-DPB10101. The binding affinity (normalized) is 0.0585. (10) The peptide sequence is EKKYFAAFQFEPLAA. The MHC is DRB1_1602 with pseudo-sequence DRB1_1602. The binding affinity (normalized) is 0.759.